From a dataset of Forward reaction prediction with 1.9M reactions from USPTO patents (1976-2016). Predict the product of the given reaction. Given the reactants [Cl:1][C:2]1[CH:7]=[CH:6][C:5]([C:8]2[C:13](=[O:14])[C:12]3[CH:15]=[CH:16][C:17]4[N:18]=C(C)[O:20][C:21]=4[C:11]=3[O:10][C:9]=2[CH:23]([CH3:25])[CH3:24])=[CH:4][CH:3]=1.Cl, predict the reaction product. The product is: [NH2:18][C:17]1[C:21]([OH:20])=[C:11]2[C:12]([C:13](=[O:14])[C:8]([C:5]3[CH:4]=[CH:3][C:2]([Cl:1])=[CH:7][CH:6]=3)=[C:9]([CH:23]([CH3:24])[CH3:25])[O:10]2)=[CH:15][CH:16]=1.